This data is from Catalyst prediction with 721,799 reactions and 888 catalyst types from USPTO. The task is: Predict which catalyst facilitates the given reaction. (1) The catalyst class is: 48. Product: [NH:1]1[C:9]2[C:4](=[CH:5][CH:6]=[CH:7][CH:8]=2)[C:3]([C:10]([Cl:15])=[O:12])=[CH:2]1. Reactant: [NH:1]1[C:9]2[C:4](=[CH:5][CH:6]=[CH:7][CH:8]=2)[C:3]([C:10]([OH:12])=O)=[CH:2]1.S(Cl)([Cl:15])=O. (2) Reactant: C[SiH](C)CCOC[N:7]1[C:11]2[CH:12]=[CH:13][CH:14]=[CH:15][C:10]=2[N:9]=[C:8]1[C:16]1[C:17](=[O:35])[N:18](COCC[Si](C)(C)C)[N:19]=[C:20]([N:22]2[CH:26]=[CH:25][N:24]=[CH:23]2)[CH:21]=1. Product: [NH:9]1[C:10]2[CH:15]=[CH:14][CH:13]=[CH:12][C:11]=2[N:7]=[C:8]1[C:16]1[C:17](=[O:35])[NH:18][N:19]=[C:20]([N:22]2[CH:26]=[CH:25][N:24]=[CH:23]2)[CH:21]=1. The catalyst class is: 281. (3) Reactant: Br[C:2]1[CH:3]=[CH:4][C:5]([O:8][CH3:9])=[N:6][CH:7]=1.[Li]CCCC.[F:15][C:16]1[CH:23]=[C:22]([F:24])[CH:21]=[CH:20][C:17]=1[CH:18]=[O:19]. Product: [F:15][C:16]1[CH:23]=[C:22]([F:24])[CH:21]=[CH:20][C:17]=1[CH:18]([C:2]1[CH:7]=[N:6][C:5]([O:8][CH3:9])=[CH:4][CH:3]=1)[OH:19]. The catalyst class is: 237. (4) Reactant: CCN(C(C)C)C(C)C.[CH2:10]([O:17][N:18]1[C:24](=[O:25])[N:23]2[CH2:26][C@H:19]1[CH2:20][CH2:21][C@H:22]2[C:27]([NH:29][NH2:30])=[O:28])[C:11]1[CH:16]=[CH:15][CH:14]=[CH:13][CH:12]=1.[C:31]([O:35][C:36]([NH:38][CH2:39][CH2:40][C:41](O)=[O:42])=[O:37])([CH3:34])([CH3:33])[CH3:32].CN(C(ON1N=NC2C=CC=NC1=2)=[N+](C)C)C.F[P-](F)(F)(F)(F)F. Product: [CH2:10]([O:17][N:18]1[C:24](=[O:25])[N:23]2[CH2:26][C@H:19]1[CH2:20][CH2:21][C@H:22]2[C:27]([NH:29][NH:30][C:41](=[O:42])[CH2:40][CH2:39][NH:38][C:36](=[O:37])[O:35][C:31]([CH3:32])([CH3:33])[CH3:34])=[O:28])[C:11]1[CH:16]=[CH:15][CH:14]=[CH:13][CH:12]=1. The catalyst class is: 3. (5) Reactant: [Al+3].[Cl-].[Cl-].[Cl-].[CH3:5][C:6]1[CH:10]=[CH:9][S:8][C:7]=1[C:11]([O:13][CH3:14])=[O:12].Cl[C:16]([CH3:19])([CH3:18])[CH3:17]. Product: [C:16]([C:9]1[S:8][C:7]([C:11]([O:13][CH3:14])=[O:12])=[C:6]([CH3:5])[CH:10]=1)([CH3:19])([CH3:18])[CH3:17]. The catalyst class is: 2. (6) Reactant: [CH3:1][C:2]([CH3:17])([CH2:15][OH:16])[CH:3]([C:5]1[C:14]2[C:9](=[CH:10][CH:11]=[CH:12][CH:13]=2)[CH:8]=[CH:7][CH:6]=1)[OH:4].C(N(CC)CC)C.[P:25](Cl)(Cl)([Cl:27])=[O:26].O. Product: [Cl:27][P:25]1(=[O:26])[O:4][CH:3]([C:5]2[C:14]3[C:9](=[CH:10][CH:11]=[CH:12][CH:13]=3)[CH:8]=[CH:7][CH:6]=2)[C:2]([CH3:17])([CH3:1])[CH2:15][O:16]1. The catalyst class is: 4. (7) Reactant: O1[C:5]2([CH2:10][CH2:9][CH:8]([CH2:11][C:12]([O:14][CH2:15][CH3:16])=[O:13])[CH2:7][CH2:6]2)[O:4]CC1.Cl. Product: [O:4]=[C:5]1[CH2:10][CH2:9][CH:8]([CH2:11][C:12]([O:14][CH2:15][CH3:16])=[O:13])[CH2:7][CH2:6]1. The catalyst class is: 21.